From a dataset of Catalyst prediction with 721,799 reactions and 888 catalyst types from USPTO. Predict which catalyst facilitates the given reaction. (1) Reactant: [C:1]([C:5]1[CH:9]=[C:8]([CH2:10][NH2:11])[N:7]([C:12]2[CH:17]=[CH:16][C:15]([F:18])=[CH:14][CH:13]=2)[N:6]=1)([CH3:4])([CH3:3])[CH3:2].[F:19][C:20]1[CH:21]=[C:22]([NH:31][C:32](=O)[O:33]C2C=CC=CC=2)[CH:23]=[CH:24][C:25]=1[CH2:26][O:27][CH2:28][CH2:29][OH:30]. Product: [C:1]([C:5]1[CH:9]=[C:8]([CH2:10][NH:11][C:32]([NH:31][C:22]2[CH:23]=[CH:24][C:25]([CH2:26][O:27][CH2:28][CH2:29][OH:30])=[C:20]([F:19])[CH:21]=2)=[O:33])[N:7]([C:12]2[CH:13]=[CH:14][C:15]([F:18])=[CH:16][CH:17]=2)[N:6]=1)([CH3:4])([CH3:2])[CH3:3]. The catalyst class is: 10. (2) Reactant: [CH3:1][N:2]1[C:6]2[CH:7]=[C:8](B3OC(C)(C)C(C)(C)O3)[CH:9]=[CH:10][C:5]=2[O:4][C:3]1=[O:20].Br[C:22]1[CH:23]=[N:24][CH:25]=[CH:26][C:27]=1[CH:28]1[CH2:31][CH2:30][O:29]1.C([O-])([O-])=O.[Na+].[Na+]. Product: [CH3:1][N:2]1[C:6]2[CH:7]=[C:8]([C:22]3[CH:23]=[N:24][CH:25]=[CH:26][C:27]=3[CH:28]3[CH2:31][CH2:30][O:29]3)[CH:9]=[CH:10][C:5]=2[O:4][C:3]1=[O:20]. The catalyst class is: 233. (3) Reactant: [CH2:1]([C:3]1[CH:4]=[N:5][C:6]([O:9][CH:10]2[CH2:15][CH2:14][CH:13]([C:16]([OH:18])=O)[CH2:12][CH2:11]2)=[N:7][CH:8]=1)[CH3:2].C(Cl)CCl.C1C=CC2N(O)N=NC=2C=1.CCN(C(C)C)C(C)C.Cl.[NH2:43][CH2:44][CH2:45][CH2:46][C:47]([N:49]1[CH2:54][CH2:53][N:52]([S:55]([CH3:58])(=[O:57])=[O:56])[CH2:51][CH2:50]1)=[O:48]. Product: [CH2:1]([C:3]1[CH:8]=[N:7][C:6]([O:9][CH:10]2[CH2:11][CH2:12][CH:13]([C:16]([NH:43][CH2:44][CH2:45][CH2:46][C:47]([N:49]3[CH2:54][CH2:53][N:52]([S:55]([CH3:58])(=[O:57])=[O:56])[CH2:51][CH2:50]3)=[O:48])=[O:18])[CH2:14][CH2:15]2)=[N:5][CH:4]=1)[CH3:2]. The catalyst class is: 31. (4) Reactant: [CH3:1][C:2]1[CH:3]=[CH:4][C:5]([S:9][C:10]2[CH:11]=[CH:12][CH:13]=[CH:14][C:15]=2[N:16]2[CH2:21][CH2:20][NH:19][CH2:18][CH2:17]2)=[C:6]([CH3:8])[CH:7]=1.[Cl:22][C:23]1[CH:28]=[CH:27][C:26]([S:29]([OH:32])(=[O:31])=[O:30])=[CH:25][CH:24]=1. Product: [CH3:1][C:2]1[CH:3]=[CH:4][C:5]([S:9][C:10]2[CH:11]=[CH:12][CH:13]=[CH:14][C:15]=2[N:16]2[CH2:17][CH2:18][NH:19][CH2:20][CH2:21]2)=[C:6]([CH3:8])[CH:7]=1.[Cl:22][C:23]1[CH:24]=[CH:25][C:26]([S:29]([O-:32])(=[O:30])=[O:31])=[CH:27][CH:28]=1. The catalyst class is: 21. (5) Reactant: Br.[Br:2][CH2:3][CH2:4][CH2:5][NH2:6].[C:7](O[C:7]([O:9][C:10]([CH3:13])([CH3:12])[CH3:11])=[O:8])([O:9][C:10]([CH3:13])([CH3:12])[CH3:11])=[O:8].C(N(CC)CC)C. Product: [Br:2][CH2:3][CH2:4][CH2:5][NH:6][C:7](=[O:8])[O:9][C:10]([CH3:13])([CH3:12])[CH3:11]. The catalyst class is: 4. (6) Reactant: ClC1C(Cl)=CC=CC=1N1CCCN([CH2:16][CH2:17][CH2:18][O:19][C:20]2[CH:29]=[C:28]3[C:23]([CH:24]=[CH:25][C:26](=[O:30])[NH:27]3)=[CH:22][CH:21]=2)CC1.[Na+].[I-].[O:33]1[CH2:38][CH2:37][O:36][C:35]2[C:39]([N:43]3[CH2:48][CH2:47][NH:46][CH2:45][CH2:44]3)=[CH:40][CH:41]=[CH:42][C:34]1=2.[C:49]([O-])([O-])=O.[K+].[K+]. Product: [O:33]1[CH2:38][CH2:37][O:36][C:35]2[C:39]([N:43]3[CH2:44][CH2:45][N:46]([CH2:49][CH2:16][CH2:17][CH2:18][O:19][C:20]4[CH:29]=[C:28]5[C:23]([CH:24]=[CH:25][C:26](=[O:30])[NH:27]5)=[CH:22][CH:21]=4)[CH2:47][CH2:48]3)=[CH:40][CH:41]=[CH:42][C:34]1=2. The catalyst class is: 23. (7) Reactant: [I:1][C:2]1[CH:3]=[C:4]2[C:9](=[CH:10][CH:11]=1)[N:8]=[CH:7][N:6]=[C:5]2[CH:12]1[CH2:17][CH2:16][NH:15][CH2:14][CH2:13]1.[N+](C1C=CC([O:27][C:28](=O)[NH:29][C:30]2[CH:35]=[CH:34][C:33]([O:36][CH:37]([CH3:39])[CH3:38])=[CH:32][CH:31]=2)=CC=1)([O-])=O.CCN(C(C)C)C(C)C. Product: [CH:37]([O:36][C:33]1[CH:34]=[CH:35][C:30]([NH:29][C:28]([N:15]2[CH2:16][CH2:17][CH:12]([C:5]3[C:4]4[C:9](=[CH:10][CH:11]=[C:2]([I:1])[CH:3]=4)[N:8]=[CH:7][N:6]=3)[CH2:13][CH2:14]2)=[O:27])=[CH:31][CH:32]=1)([CH3:39])[CH3:38]. The catalyst class is: 22. (8) Reactant: [NH2:1][C:2]([C:4]1[CH:29]=[CH:28][C:7]([O:8][CH2:9][CH2:10][CH2:11][O:12][C:13]2[CH:14]=[C:15]3[C:19](=[CH:20][CH:21]=2)[C@H:18]([CH2:22][C:23]([O:25][CH2:26][CH3:27])=[O:24])[CH2:17][CH2:16]3)=[C:6]([CH2:30][CH2:31][CH3:32])[CH:5]=1)=[S:3].Cl[CH:34]1[CH2:39][CH2:38][CH2:37][CH2:36][C:35]1=O. Product: [CH2:26]([O:25][C:23](=[O:24])[CH2:22][C@H:18]1[C:19]2[C:15](=[CH:14][C:13]([O:12][CH2:11][CH2:10][CH2:9][O:8][C:7]3[CH:28]=[CH:29][C:4]([C:2]4[S:3][C:34]5[CH2:39][CH2:38][CH2:37][CH2:36][C:35]=5[N:1]=4)=[CH:5][C:6]=3[CH2:30][CH2:31][CH3:32])=[CH:21][CH:20]=2)[CH2:16][CH2:17]1)[CH3:27]. The catalyst class is: 14. (9) Reactant: [OH:1][C:2]1[CH:3]=[C:4]([C:11]2[S:15][C:14]([N:16]([C:38]([O:40][C:41]([CH3:44])([CH3:43])[CH3:42])=[O:39])[CH2:17][C@@H:18]([NH:30][C:31](=[O:37])[O:32][C:33]([CH3:36])([CH3:35])[CH3:34])[CH2:19][C:20]3[CH:25]=[CH:24][C:23]([C:26]([F:29])([F:28])[F:27])=[CH:22][CH:21]=3)=[N:13][N:12]=2)[CH:5]=[CH:6][C:7]=1[N+:8]([O-])=O.C(O)(=O)C. Product: [OH:1][C:2]1[CH:3]=[C:4]([C:11]2[S:15][C:14]([N:16]([C:38]([O:40][C:41]([CH3:44])([CH3:43])[CH3:42])=[O:39])[CH2:17][C@@H:18]([NH:30][C:31](=[O:37])[O:32][C:33]([CH3:34])([CH3:35])[CH3:36])[CH2:19][C:20]3[CH:21]=[CH:22][C:23]([C:26]([F:27])([F:28])[F:29])=[CH:24][CH:25]=3)=[N:13][N:12]=2)[CH:5]=[CH:6][C:7]=1[NH2:8]. The catalyst class is: 19. (10) Reactant: [CH3:1][C:2]1[CH:6]=[CH:5][NH:4][C:3]=1[C:7]([NH:9][C:10]1[CH:15]=[CH:14][CH:13]=[CH:12][C:11]=1[CH3:16])=[O:8].[H-].[Na+].C1(C)C=C(C)C=C(C)C=1S(O[NH2:31])(=O)=O. Product: [NH2:31][N:4]1[CH:5]=[CH:6][C:2]([CH3:1])=[C:3]1[C:7]([NH:9][C:10]1[CH:15]=[CH:14][CH:13]=[CH:12][C:11]=1[CH3:16])=[O:8]. The catalyst class is: 3.